This data is from Catalyst prediction with 721,799 reactions and 888 catalyst types from USPTO. The task is: Predict which catalyst facilitates the given reaction. Reactant: [NH:1]1[CH:5]=[CH:4][C:3]([C@@H:6]([NH:9][C:10]([C:12]2[C:13]3[CH:20]=[N:19][N:18]([C:21]4[CH:26]=[CH:25][C:24]([F:27])=[CH:23][CH:22]=4)[C:14]=3[CH:15]=[N:16][CH:17]=2)=[O:11])[CH2:7][CH3:8])=[N:2]1.[H-].[Na+].[CH3:30][S:31](Cl)(=[O:33])=[O:32]. Product: [CH3:30][S:31]([N:1]1[CH:5]=[CH:4][C:3]([C@@H:6]([NH:9][C:10]([C:12]2[C:13]3[CH:20]=[N:19][N:18]([C:21]4[CH:22]=[CH:23][C:24]([F:27])=[CH:25][CH:26]=4)[C:14]=3[CH:15]=[N:16][CH:17]=2)=[O:11])[CH2:7][CH3:8])=[N:2]1)(=[O:33])=[O:32]. The catalyst class is: 1.